This data is from Reaction yield outcomes from USPTO patents with 853,638 reactions. The task is: Predict the reaction yield, written as a fraction of the theoretical maximum amount of product (1.0 means a 100% yield; for example, 0.34 means a 34% yield). (1) The yield is 0.360. The catalyst is ClCCl.CN(C)C=O.C(OCC)(=O)C. The reactants are [CH:1]1([CH2:6][CH:7]([C:18]2[NH:29][C:21]3=[N:22][CH:23]=[C:24]([C:26]([OH:28])=O)[CH:25]=[C:20]3[CH:19]=2)[C:8]2[CH:13]=[CH:12][C:11]([S:14]([CH3:17])(=[O:16])=[O:15])=[CH:10][CH:9]=2)[CH2:5][CH2:4][CH2:3][CH2:2]1.[CH:30]([NH2:33])([CH3:32])[CH3:31].CN1CCOCC1.O.ON1C2C=CC=CC=2N=N1.Cl.CN(C)CCCN=C=NCC. The product is [CH:30]([NH:33][C:26]([C:24]1[CH:25]=[C:20]2[CH:19]=[C:18]([CH:7]([C:8]3[CH:13]=[CH:12][C:11]([S:14]([CH3:17])(=[O:15])=[O:16])=[CH:10][CH:9]=3)[CH2:6][CH:1]3[CH2:5][CH2:4][CH2:3][CH2:2]3)[NH:29][C:21]2=[N:22][CH:23]=1)=[O:28])([CH3:32])[CH3:31]. (2) The reactants are [O:1]([C:8]1[CH:13]=[CH:12][C:11]([C:14]2[N:22]=[C:21]([N:23]3[CH2:28][CH2:27][NH:26][CH2:25][CH2:24]3)[CH:20]=[CH:19][C:15]=2[C:16]([NH2:18])=[O:17])=[CH:10][CH:9]=1)[C:2]1[CH:7]=[CH:6][CH:5]=[CH:4][CH:3]=1.Cl[CH2:30][CH2:31][S:32](Cl)(=[O:34])=[O:33].O. The catalyst is C(Cl)Cl. The product is [O:1]([C:8]1[CH:9]=[CH:10][C:11]([C:14]2[N:22]=[C:21]([N:23]3[CH2:28][CH2:27][N:26]([S:32]([CH:31]=[CH2:30])(=[O:34])=[O:33])[CH2:25][CH2:24]3)[CH:20]=[CH:19][C:15]=2[C:16]([NH2:18])=[O:17])=[CH:12][CH:13]=1)[C:2]1[CH:3]=[CH:4][CH:5]=[CH:6][CH:7]=1. The yield is 0.0690.